Task: Predict the reaction yield, written as a fraction of the theoretical maximum amount of product (1.0 means a 100% yield; for example, 0.34 means a 34% yield).. Dataset: Reaction yield outcomes from USPTO patents with 853,638 reactions (1) The reactants are [CH3:1][C:2]1([CH3:7])[CH2:6][N:5]=[N:4][CH2:3]1.[CH2:8]([N:10]=[C:11]=[S:12])[CH3:9]. The catalyst is C(O)C. The product is [CH2:8]([NH:10][C:11]([N:4]1[CH2:3][C:2]([CH3:7])([CH3:1])[CH:6]=[N:5]1)=[S:12])[CH3:9]. The yield is 0.800. (2) The reactants are [CH3:1][O:2][C:3](=[O:15])[C:4]1[CH:9]=[C:8]([OH:10])[CH:7]=[C:6]([O:11][CH2:12][CH:13]=[CH2:14])[CH:5]=1.CI.[C:18]([O-])([O-])=O.[K+].[K+]. The catalyst is CN(C=O)C. The product is [CH3:1][O:2][C:3](=[O:15])[C:4]1[CH:9]=[C:8]([O:10][CH3:18])[CH:7]=[C:6]([O:11][CH2:12][CH:13]=[CH2:14])[CH:5]=1. The yield is 0.880. (3) The product is [Cl:8][C:4]1[CH:5]=[CH:6][CH:7]=[C:2]([Cl:1])[C:3]=1[C:9]1[C:13]([CH2:14][O:15][C:16]2[CH:21]=[CH:20][C:19]([C:22]3[CH:31]=[C:30]4[C:25]([CH:26]=[C:27]([C:32]([OH:34])=[O:33])[CH:28]=[N:29]4)=[CH:24][CH:23]=3)=[CH:18][CH:17]=2)=[C:12]([CH:36]([CH3:38])[CH3:37])[O:11][N:10]=1. The reactants are [Cl:1][C:2]1[CH:7]=[CH:6][CH:5]=[C:4]([Cl:8])[C:3]=1[C:9]1[C:13]([CH2:14][O:15][C:16]2[CH:21]=[CH:20][C:19]([C:22]3[CH:31]=[C:30]4[C:25]([CH:26]=[C:27]([C:32]([O:34]C)=[O:33])[CH:28]=[N:29]4)=[CH:24][CH:23]=3)=[CH:18][CH:17]=2)=[C:12]([CH:36]([CH3:38])[CH3:37])[O:11][N:10]=1.C1COCC1.O.[OH-].[Na+]. The catalyst is CCO. The yield is 0.700. (4) The reactants are [C:1]([O-:4])(=[O:3])[CH3:2].[Na+].[CH2:6]([O:8][C:9]([C:11](=[CH:16][C:17]1[CH:21]=[CH:20][O:19][CH:18]=1)[CH2:12][C:13](O)=O)=[O:10])[CH3:7]. The catalyst is C(OC(=O)C)(=O)C.ClCCl. The product is [C:1]([O:4][C:13]1[C:18]2[O:19][CH:20]=[CH:21][C:17]=2[CH:16]=[C:11]([C:9]([O:8][CH2:6][CH3:7])=[O:10])[CH:12]=1)(=[O:3])[CH3:2]. The yield is 0.610. (5) The reactants are [N:1]1([C:7](=[O:37])[CH2:8][O:9][C:10]2[CH:15]=[CH:14][C:13]([C:16]3[CH2:22][C@H:21]4[N:18]([C:19](=[O:30])[C@@H:20]4[C@H:23]([O:25][Si](C)(C)C)[CH3:24])[C:17]=3[C:31]([O:33][CH2:34][CH:35]=[CH2:36])=[O:32])=[CH:12][CH:11]=2)[CH2:6][CH2:5][O:4][CH2:3][CH2:2]1.Cl.C(=O)([O-])O.[Na+]. The catalyst is C1COCC1.O.[Cl-].[Na+].O. The product is [OH:25][C@@H:23]([C@H:20]1[C:19](=[O:30])[N:18]2[C@@H:21]1[CH2:22][C:16]([C:13]1[CH:14]=[CH:15][C:10]([O:9][CH2:8][C:7]([N:1]3[CH2:6][CH2:5][O:4][CH2:3][CH2:2]3)=[O:37])=[CH:11][CH:12]=1)=[C:17]2[C:31]([O:33][CH2:34][CH:35]=[CH2:36])=[O:32])[CH3:24]. The yield is 0.970. (6) The reactants are [CH3:1][C:2]1[N:7]=[C:6]([CH2:8][CH2:9][CH3:10])[NH:5][C:4](=[O:11])[CH:3]=1.Br[CH2:13][C:14]1[CH:19]=[CH:18][C:17]([C:20]2[C:21]([C:26]#[N:27])=[CH:22][CH:23]=[CH:24][CH:25]=2)=[CH:16][C:15]=1[F:28].C(=O)([O-])[O-].[K+].[K+]. The catalyst is C(#N)C. The product is [F:28][C:15]1[CH:16]=[C:17]([C:20]2[C:21]([C:26]#[N:27])=[CH:22][CH:23]=[CH:24][CH:25]=2)[CH:18]=[CH:19][C:14]=1[CH2:13][N:5]1[C:4](=[O:11])[CH:3]=[C:2]([CH3:1])[N:7]=[C:6]1[CH2:8][CH2:9][CH3:10]. The yield is 0.290.